This data is from Reaction yield outcomes from USPTO patents with 853,638 reactions. The task is: Predict the reaction yield, written as a fraction of the theoretical maximum amount of product (1.0 means a 100% yield; for example, 0.34 means a 34% yield). (1) The reactants are [CH3:1][N:2]([CH3:5])[CH:3]=O.O(Cl)[Cl:7].[P+5].[F:10][C:11]1[CH:12]=[C:13]([CH2:17][CH2:18][C:19]2[CH:20]=[CH:21][C:22]3[O:27][CH2:26][C:25](=O)[NH:24][C:23]=3[CH:29]=2)[CH:14]=[CH:15][CH:16]=1. The catalyst is C(Cl)(Cl)Cl. The product is [Cl:7][C:25]1[C:26](=[CH:3][N:2]([CH3:5])[CH3:1])[O:27][C:22]2[CH:21]=[CH:20][C:19]([CH2:18][CH2:17][C:13]3[CH:14]=[CH:15][CH:16]=[C:11]([F:10])[CH:12]=3)=[CH:29][C:23]=2[N:24]=1. The yield is 0.670. (2) The reactants are [NH2:1][C:2]1[N:3]=[C:4]([C:28]2[O:29][CH:30]=[CH:31][CH:32]=2)[C:5]2[N:10]=[N:9][N:8]([CH2:11][C:12]3[CH:20]=[C:19]4[C:15]([CH:16]=[CH:17][N:18]4C(OC(C)(C)C)=O)=[CH:14][CH:13]=3)[C:6]=2[N:7]=1.C[O-].[Na+]. The catalyst is CO. The product is [O:29]1[CH:30]=[CH:31][CH:32]=[C:28]1[C:4]1[C:5]2[N:10]=[N:9][N:8]([CH2:11][C:12]3[CH:20]=[C:19]4[C:15]([CH:16]=[CH:17][NH:18]4)=[CH:14][CH:13]=3)[C:6]=2[N:7]=[C:2]([NH2:1])[N:3]=1. The yield is 0.960.